This data is from Catalyst prediction with 721,799 reactions and 888 catalyst types from USPTO. The task is: Predict which catalyst facilitates the given reaction. (1) Reactant: [C:1]([OH:10])(=[O:9])[CH2:2][CH2:3][CH2:4][CH2:5][C:6]([OH:8])=[O:7].[N:11]1([CH2:16][CH2:17][CH2:18][N:19]2[CH2:24][CH2:23][CH:22]([CH2:25][NH2:26])[CH2:21][CH2:20]2)[CH:15]=[CH:14][N:13]=[N:12]1.C(OCC)C. Product: [C:1]([OH:10])(=[O:9])[CH2:2][CH2:3][CH2:4][CH2:5][C:6]([OH:8])=[O:7].[N:11]1([CH2:16][CH2:17][CH2:18][N:19]2[CH2:20][CH2:21][CH:22]([CH2:25][NH2:26])[CH2:23][CH2:24]2)[CH:15]=[CH:14][N:13]=[N:12]1. The catalyst class is: 8. (2) Reactant: [CH:1]1([NH:4][C:5]([C:7]2[N:8]=[N:9][N:10]([C:21]3[CH:26]=[CH:25][C:24]([C:27]([NH:29][CH2:30][CH3:31])=[O:28])=[CH:23][CH:22]=3)[C:11]=2[CH2:12]P(OCC)(OCC)=O)=[O:6])[CH2:3][CH2:2]1.[H-].[Na+].[C:34]([C:37]1[CH:42]=[CH:41][CH:40]=[CH:39][CH:38]=1)(=O)[CH3:35].O. Product: [CH:1]1([NH:4][C:5]([C:7]2[N:8]=[N:9][N:10]([C:21]3[CH:26]=[CH:25][C:24]([C:27]([NH:29][CH2:30][CH3:31])=[O:28])=[CH:23][CH:22]=3)[C:11]=2/[CH:12]=[C:34](/[C:37]2[CH:42]=[CH:41][CH:40]=[CH:39][CH:38]=2)\[CH3:35])=[O:6])[CH2:2][CH2:3]1. The catalyst class is: 1. (3) Reactant: C(OC(=O)[NH:5][CH2:6][CH:7]1[C:10]2=[CH:11][C:12]3[O:16][CH2:15][O:14][C:13]=3[CH:17]=[C:9]2[CH2:8]1)C.O.[OH-].[Na+]. Product: [O:14]1[C:13]2[CH:17]=[C:9]3[CH2:8][CH:7]([CH2:6][NH2:5])[C:10]3=[CH:11][C:12]=2[O:16][CH2:15]1. The catalyst class is: 7.